Dataset: Full USPTO retrosynthesis dataset with 1.9M reactions from patents (1976-2016). Task: Predict the reactants needed to synthesize the given product. (1) Given the product [Br:1][C:2]1[CH:3]=[C:4]2[C:10]([CH3:9])([CH3:15])[C:19](=[O:20])[N:17]([CH3:18])[C:16]2=[N:6][CH:7]=1, predict the reactants needed to synthesize it. The reactants are: [Br:1][C:2]1[CH:3]=[C:4]2[CH2:10][C:9](=O)NC2=[N:6][CH:7]=1.[H-].[Na+].I[CH3:15].[CH3:16][N:17]([CH:19]=[O:20])[CH3:18]. (2) Given the product [Cl:1][C:2]1[C:7]2=[N:8][CH:9]=[C:10]([O:12][CH:13]([C:14]#[C:20][CH3:25])[CH3:31])[N:11]=[C:6]2[CH:5]=[CH:4][N:3]=1, predict the reactants needed to synthesize it. The reactants are: [Cl:1][C:2]1[C:7]2=[N:8][CH:9]=[C:10]([O:12][CH2:13][C:14]3OC=CN=3)[N:11]=[C:6]2[CH:5]=[CH:4][N:3]=1.Cl[C:20]1N=C2C=CN=C(Cl)C2=N[CH:25]=1.[CH2:31](O)C#CC. (3) Given the product [C:34]1([C:41]2[CH:46]=[CH:45][CH:44]=[CH:43][CH:42]=2)[CH:35]=[CH:36][C:37]([O:40][CH:23]([CH3:27])[C:24]([NH:1][C:2]2[CH:14]=[CH:13][CH:12]=[CH:11][C:3]=2[C:4]([OH:6])=[O:5])=[O:25])=[CH:38][CH:39]=1, predict the reactants needed to synthesize it. The reactants are: [NH2:1][C:2]1[CH:14]=[CH:13][CH:12]=[CH:11][C:3]=1[C:4]([O:6]C(C)(C)C)=[O:5].C(N(CC)CC)C.Cl[CH:23]([CH3:27])[C:24](Cl)=[O:25].C(=O)([O-])[O-].[Cs+].[Cs+].[C:34]1([C:41]2[CH:46]=[CH:45][CH:44]=[CH:43][CH:42]=2)[CH:39]=[CH:38][C:37]([OH:40])=[CH:36][CH:35]=1. (4) Given the product [CH3:16][O:17][C:18](=[O:27])[C:19]1[CH:24]=[CH:23][C:22]([C:25]2[NH:7][C:8]3[N:9]=[CH:10][N:11]=[CH:12][C:13]=3[CH:26]=2)=[CH:21][CH:20]=1, predict the reactants needed to synthesize it. The reactants are: C(OC(=O)[NH:7][C:8]1[C:13](I)=[CH:12][N:11]=[CH:10][N:9]=1)(C)(C)C.[CH3:16][O:17][C:18](=[O:27])[C:19]1[CH:24]=[CH:23][C:22]([C:25]#[CH:26])=[CH:21][CH:20]=1.N12CCCN=C1CCCCC2. (5) Given the product [Cl:46][C:18]1[N:19]([CH:24]2[CH2:29][CH2:28][CH2:27][CH2:26][O:25]2)[C:20]2[C:16]([N:17]=1)=[C:15]([C:14]1[C:9]([NH:8][C:7]3[C:2]([F:1])=[C:3]([NH:31][S:32]([CH2:35][CH2:36][CH3:37])(=[O:34])=[O:33])[CH:4]=[CH:5][C:6]=3[F:30])=[N:10][CH:11]=[CH:12][CH:13]=1)[N:23]=[CH:22][N:21]=2, predict the reactants needed to synthesize it. The reactants are: [F:1][C:2]1[C:7]([NH:8][C:9]2[C:14]([C:15]3[N:23]=[CH:22][N:21]=[C:20]4[C:16]=3[N:17]=[CH:18][N:19]4[CH:24]3[CH2:29][CH2:28][CH2:27][CH2:26][O:25]3)=[CH:13][CH:12]=[CH:11][N:10]=2)=[C:6]([F:30])[CH:5]=[CH:4][C:3]=1[NH:31][S:32]([CH2:35][CH2:36][CH3:37])(=[O:34])=[O:33].[Li+].CC([N-]C(C)C)C.[Cl:46]C(Cl)(Cl)C(Cl)(Cl)Cl. (6) Given the product [C:1]([C:4]1[C:5]([O:23][CH3:24])=[C:6]([C:12]2[CH:17]=[CH:16][C:15]([C:18]([NH2:25])=[O:19])=[C:14]([F:22])[CH:13]=2)[C:7]([CH3:11])=[C:8]([Cl:10])[CH:9]=1)(=[O:3])[CH3:2], predict the reactants needed to synthesize it. The reactants are: [C:1]([C:4]1[C:5]([O:23][CH3:24])=[C:6]([C:12]2[CH:17]=[CH:16][C:15]([C:18](OC)=[O:19])=[C:14]([F:22])[CH:13]=2)[C:7]([CH3:11])=[C:8]([Cl:10])[CH:9]=1)(=[O:3])[CH3:2].[NH3:25].CO. (7) Given the product [N:1]1[C:14]2[C:5](=[C:6]3[C:11](=[CH:12][CH:13]=2)[CH2:10][CH2:9][CH:8]([CH2:15][O:16][S:23]([C:20]2[CH:21]=[CH:22][C:17]([CH3:27])=[CH:18][CH:19]=2)(=[O:25])=[O:24])[O:7]3)[CH:4]=[CH:3][CH:2]=1, predict the reactants needed to synthesize it. The reactants are: [N:1]1[C:14]2[C:5](=[C:6]3[C:11](=[CH:12][CH:13]=2)[CH2:10][CH2:9][CH:8]([CH2:15][OH:16])[O:7]3)[CH:4]=[CH:3][CH:2]=1.[C:17]1([CH3:27])[CH:22]=[CH:21][C:20]([S:23](Cl)(=[O:25])=[O:24])=[CH:19][CH:18]=1.C(N(CC)C(C)C)(C)C. (8) Given the product [ClH:7].[F:8][C:9]1([CH3:22])[CH2:13][CH2:12][CH2:11][CH:10]1[NH2:14], predict the reactants needed to synthesize it. The reactants are: O1CCOCC1.[ClH:7].[F:8][C:9]1([CH3:22])[CH2:13][CH2:12][CH2:11][CH:10]1[NH:14]C(=O)OC(C)(C)C.